The task is: Predict which catalyst facilitates the given reaction.. This data is from Catalyst prediction with 721,799 reactions and 888 catalyst types from USPTO. Reactant: [CH3:1][O:2][C:3]1[CH:4]=[C:5]2[C:9](=[CH:10][C:11]=1[O:12][CH3:13])[C:8](=O)[CH2:7][CH2:6]2.[NH:15]1[C:23]2[C:18](=[CH:19][CH:20]=[CH:21][CH:22]=2)[CH2:17][C:16]1=[O:24].N1CCCCC1.Cl. The catalyst class is: 737. Product: [CH3:1][O:2][C:3]1[CH:4]=[C:5]2[C:9](=[CH:10][C:11]=1[O:12][CH3:13])[C:8](=[C:17]1[C:18]3[C:23](=[CH:22][CH:21]=[CH:20][CH:19]=3)[NH:15][C:16]1=[O:24])[CH2:7][CH2:6]2.